Dataset: Peptide-MHC class II binding affinity with 134,281 pairs from IEDB. Task: Regression. Given a peptide amino acid sequence and an MHC pseudo amino acid sequence, predict their binding affinity value. This is MHC class II binding data. (1) The peptide sequence is TLGSTSADEVQRMMA. The MHC is HLA-DQA10201-DQB10202 with pseudo-sequence HLA-DQA10201-DQB10202. The binding affinity (normalized) is 0.460. (2) The peptide sequence is KVAATAANAAPANDKFTVFE. The MHC is DRB1_0405 with pseudo-sequence DRB1_0405. The binding affinity (normalized) is 0.465. (3) The peptide sequence is AQMNQAFRNIVNMLH. The MHC is DRB1_0701 with pseudo-sequence DRB1_0701. The binding affinity (normalized) is 0.484. (4) The MHC is HLA-DQA10501-DQB10402 with pseudo-sequence HLA-DQA10501-DQB10402. The peptide sequence is VLAVGPAYSAHCIGI. The binding affinity (normalized) is 0.546. (5) The peptide sequence is GKKITAHLKRLWKML. The MHC is H-2-IAd with pseudo-sequence H-2-IAd. The binding affinity (normalized) is 0.198.